From a dataset of Reaction yield outcomes from USPTO patents with 853,638 reactions. Predict the reaction yield, written as a fraction of the theoretical maximum amount of product (1.0 means a 100% yield; for example, 0.34 means a 34% yield). (1) The yield is 0.110. The reactants are [Br:1][CH2:2]/[CH:3]=[C:4](/[C:6]1[CH:11]=[CH:10][CH:9]=[C:8]([N+:12]([O-:14])=[O:13])[CH:7]=1)\[CH3:5].[N+](=[CH:17][C:18](OCC)=O)=[N-].Cl[CH2:24]Cl. The product is [CH2:17]([CH:5]1[CH:3]([CH2:2][Br:1])[C:4]1([CH3:24])[C:6]1[CH:11]=[CH:10][CH:9]=[C:8]([N+:12]([O-:14])=[O:13])[CH:7]=1)[CH3:18]. The catalyst is CC(O)=O.CC(O)=O.CC(O)=O.CC(O)=O.[Rh].[Rh]. (2) The reactants are [F:1][C:2]1[C:3]([O:10][CH3:11])=[C:4]([CH:7]=[CH:8][CH:9]=1)[CH:5]=[O:6].[BH4-].[Na+]. The catalyst is CO.C(OCC)C. The product is [F:1][C:2]1[C:3]([O:10][CH3:11])=[C:4]([CH2:5][OH:6])[CH:7]=[CH:8][CH:9]=1. The yield is 0.870. (3) The reactants are [C:1]1([C:6]([NH:8][CH2:9][CH3:10])=O)[CH2:5][CH2:4][CH2:3][CH:2]=1.[H-].[Al+3].[Li+].[H-].[H-].[H-]. The catalyst is O1CCCC1. The product is [CH:1]1([CH2:6][NH:8][CH2:9][CH3:10])[CH2:5][CH2:4][CH2:3][CH2:2]1. The yield is 0.400. (4) The reactants are [Cl:1][C:2]1[CH:8]=[C:7]([O:9][C:10]2[C:19]3[C:14](=[CH:15][C:16]([O:22][CH3:23])=[C:17]([O:20][CH3:21])[CH:18]=3)[N:13]=[CH:12][N:11]=2)[CH:6]=[CH:5][C:3]=1[NH2:4].ClC(Cl)(O[C:28](=[O:34])OC(Cl)(Cl)Cl)Cl.[CH2:36]([N:43]1[CH2:47][CH2:46][C@@H:45]([NH2:48])[CH2:44]1)[C:37]1[CH:42]=[CH:41][CH:40]=[CH:39][CH:38]=1.C(=O)([O-])O.[Na+]. The catalyst is C(N(CC)CC)C.C(Cl)(Cl)Cl. The product is [CH2:36]([N:43]1[CH2:47][CH2:46][C@@H:45]([NH:48][C:28]([NH:4][C:3]2[CH:5]=[CH:6][C:7]([O:9][C:10]3[C:19]4[C:14](=[CH:15][C:16]([O:22][CH3:23])=[C:17]([O:20][CH3:21])[CH:18]=4)[N:13]=[CH:12][N:11]=3)=[CH:8][C:2]=2[Cl:1])=[O:34])[CH2:44]1)[C:37]1[CH:38]=[CH:39][CH:40]=[CH:41][CH:42]=1. The yield is 0.590. (5) The reactants are Cl.Cl[C:3]1[N:12]=[C:11]([N:13]([C:15]2[CH:20]=[CH:19][C:18]([O:21][CH3:22])=[CH:17][CH:16]=2)[CH3:14])[C:10]2[C:5](=[CH:6][CH:7]=[CH:8][CH:9]=2)[N:4]=1.[CH2:23]([CH2:25][NH2:26])[OH:24].CCN(CC)CC. The catalyst is C(O)(C)C. The product is [CH3:22][O:21][C:18]1[CH:19]=[CH:20][C:15]([N:13]([CH3:14])[C:11]2[C:10]3[C:5](=[CH:6][CH:7]=[CH:8][CH:9]=3)[N:4]=[C:3]([NH:26][CH2:25][CH2:23][OH:24])[N:12]=2)=[CH:16][CH:17]=1. The yield is 0.800. (6) The reactants are C([O:3][C:4](=[O:39])[CH2:5][N:6]([S:33]([N:36]([CH3:38])[CH3:37])(=[O:35])=[O:34])[CH2:7][C:8]1[CH:13]=[CH:12][C:11]([O:14][CH2:15][CH2:16][C:17]2[N:18]=[C:19]([C:23]3[CH:28]=[CH:27][C:26]([C:29]([F:32])([F:31])[F:30])=[CH:25][CH:24]=3)[O:20][C:21]=2[CH3:22])=[CH:10][CH:9]=1)C.O.[OH-].[Li+]. The yield is 0.990. The product is [CH3:37][N:36]([S:33]([N:6]([CH2:5][C:4]([OH:39])=[O:3])[CH2:7][C:8]1[CH:13]=[CH:12][C:11]([O:14][CH2:15][CH2:16][C:17]2[N:18]=[C:19]([C:23]3[CH:28]=[CH:27][C:26]([C:29]([F:30])([F:31])[F:32])=[CH:25][CH:24]=3)[O:20][C:21]=2[CH3:22])=[CH:10][CH:9]=1)(=[O:34])=[O:35])[CH3:38]. No catalyst specified.